From a dataset of Full USPTO retrosynthesis dataset with 1.9M reactions from patents (1976-2016). Predict the reactants needed to synthesize the given product. Given the product [Cl:1]([O-:5])(=[O:4])(=[O:3])=[O:2].[CH3:7][N:8]([C+:10]([N:13]([CH3:15])[CH3:14])[Cl:11])[CH3:9], predict the reactants needed to synthesize it. The reactants are: [Cl:1]([O-:5])(=[O:4])(=[O:3])=[O:2].[Na+].[CH3:7][N:8]([C:10]([N:13]([CH3:15])[CH3:14])(Cl)[Cl:11])[CH3:9].